Dataset: Reaction yield outcomes from USPTO patents with 853,638 reactions. Task: Predict the reaction yield, written as a fraction of the theoretical maximum amount of product (1.0 means a 100% yield; for example, 0.34 means a 34% yield). (1) The reactants are [NH:1]([C:27]([O:29]CC1C2C(=CC=CC=2)C2C1=CC=CC=2)=[O:28])[C@H:2]([C:24]([OH:26])=[O:25])[CH2:3][O:4][C:5]([C:18]1[CH:23]=[CH:22][CH:21]=[CH:20][CH:19]=1)([C:12]1[CH:17]=[CH:16][CH:15]=[CH:14][CH:13]=1)[C:6]1[CH:11]=[CH:10][CH:9]=[CH:8][CH:7]=1.[OH-].[Na+].C(OC(O[C:49]([CH3:52])([CH3:51])[CH3:50])=O)(O[C:49]([CH3:52])([CH3:51])[CH3:50])=O.C(O)(C)(C)C. The catalyst is C(Cl)Cl.C(NCC)C.O.C(=O)(O)[O-].[Na+]. The product is [NH:1]([C:27]([O:29][C:49]([CH3:52])([CH3:51])[CH3:50])=[O:28])[C@H:2]([C:24]([OH:26])=[O:25])[CH2:3][O:4][C:5]([C:12]1[CH:13]=[CH:14][CH:15]=[CH:16][CH:17]=1)([C:18]1[CH:19]=[CH:20][CH:21]=[CH:22][CH:23]=1)[C:6]1[CH:7]=[CH:8][CH:9]=[CH:10][CH:11]=1. The yield is 0.780. (2) The reactants are C(OC([N:8]1[CH2:12][CH2:11][CH2:10][CH:9]1[CH2:13][O:14][C:15]1[CH:20]=[CH:19][C:18]([C:21]([O:23][CH3:24])=[O:22])=[CH:17][N:16]=1)=O)(C)(C)C.C(O)(C(F)(F)F)=O. The catalyst is C(Cl)Cl. The product is [NH:8]1[CH2:12][CH2:11][CH2:10][CH:9]1[CH2:13][O:14][C:15]1[CH:20]=[CH:19][C:18]([C:21]([O:23][CH3:24])=[O:22])=[CH:17][N:16]=1. The yield is 0.940. (3) The yield is 0.570. The catalyst is C(OCC)C. The product is [Cl:1][C:2]1[N:11]=[C:10]([NH:13][CH2:14][C:15]2[CH:20]=[CH:19][CH:18]=[CH:17][N:16]=2)[C:9]2[C:4](=[CH:5][CH:6]=[CH:7][CH:8]=2)[N:3]=1. The reactants are [Cl:1][C:2]1[N:11]=[C:10](Cl)[C:9]2[C:4](=[CH:5][CH:6]=[CH:7][CH:8]=2)[N:3]=1.[NH2:13][CH2:14][C:15]1[CH:20]=[CH:19][CH:18]=[CH:17][N:16]=1. (4) The reactants are Cl[C:2]1[N:7]=[C:6]2[N:8]([CH3:12])[N:9]=[C:10]([CH3:11])[C:5]2=[CH:4][C:3]=1[CH:13]=[O:14].[CH:15]1([CH2:20][NH:21][CH2:22][CH3:23])[CH2:19][CH2:18][CH2:17][CH2:16]1. No catalyst specified. The product is [CH:15]1([CH2:20][N:21]([CH2:22][CH3:23])[C:2]2[N:7]=[C:6]3[N:8]([CH3:12])[N:9]=[C:10]([CH3:11])[C:5]3=[CH:4][C:3]=2[CH:13]=[O:14])[CH2:19][CH2:18][CH2:17][CH2:16]1. The yield is 0.990. (5) The reactants are [N:1]1[C:10]2[C:5](=[CH:6][C:7]([C:11]([O:13][CH3:14])=[O:12])=[CH:8][CH:9]=2)[CH:4]=[CH:3][CH:2]=1.[C:15]([Mg]Cl)([CH3:18])([CH3:17])[CH3:16]. The catalyst is C1COCC1.[O-2].[O-2].[Mn+4]. The product is [C:15]([C:2]1[CH:3]=[CH:4][C:5]2[C:10](=[CH:9][CH:8]=[C:7]([C:11]([O:13][CH3:14])=[O:12])[CH:6]=2)[N:1]=1)([CH3:18])([CH3:17])[CH3:16]. The yield is 0.270. (6) The reactants are [C:1]12([C:10](OC)=[O:11])[CH2:5][C:3]([C:6](OC)=[O:7])([CH2:4]1)[CH2:2]2.[H-].[H-].[H-].[H-].[Li+].[Al+3]. The catalyst is C1COCC1. The product is [C:1]12([CH2:10][OH:11])[CH2:5][C:3]([CH2:6][OH:7])([CH2:4]1)[CH2:2]2. The yield is 0.990. (7) The yield is 0.280. The catalyst is CN(C=O)C.O. The product is [CH3:31][C:30]1[C:27]2[N:22]=[C:16]([C:15]3[CH:18]=[CH:19][N:20]=[C:13]([O:12][CH2:11][CH2:10][CH2:9][CH2:8][CH:5]4[CH2:6][CH2:7][N:2]([CH3:1])[CH2:3][CH2:4]4)[CH:14]=3)[NH:17][C:26]=2[CH:25]=[C:28]([CH3:36])[CH:29]=1. The reactants are [CH3:1][N:2]1[CH2:7][CH2:6][CH:5]([CH2:8][CH2:9][CH2:10][CH2:11][O:12][C:13]2[CH:14]=[C:15]([CH:18]=[CH:19][N:20]=2)[C:16]#[N:17])[CH2:4][CH2:3]1.C[N:22]1[CH2:27][CH2:26][CH:25]([CH2:28][CH2:29][CH2:30][CH2:31]O)CC1.[H-].[Na+].Cl[C:36]1C=C(C=CN=1)C#N.C([O-])(O)=O.[Na+].